Dataset: Catalyst prediction with 721,799 reactions and 888 catalyst types from USPTO. Task: Predict which catalyst facilitates the given reaction. (1) Reactant: [Br:1][C:2]1[C:10]2[C:9]([N:11]3[CH2:14][CH:13]([NH:15]C(=O)OC(C)(C)C)[CH2:12]3)=[N:8][C:7]([NH:23][C:24]3[CH:25]=[C:26]4[N:32]=[N:31][N:30]([CH:33]([CH3:35])[CH3:34])[C:27]4=[N:28][CH:29]=3)=[N:6][C:5]=2[NH:4][C:3]=1[CH2:36][CH3:37]. Product: [NH2:15][CH:13]1[CH2:14][N:11]([C:9]2[C:10]3[C:2]([Br:1])=[C:3]([CH2:36][CH3:37])[NH:4][C:5]=3[N:6]=[C:7]([NH:23][C:24]3[CH:25]=[C:26]4[N:32]=[N:31][N:30]([CH:33]([CH3:35])[CH3:34])[C:27]4=[N:28][CH:29]=3)[N:8]=2)[CH2:12]1. The catalyst class is: 67. (2) Reactant: [Cl:1][C:2]1[CH:7]=[CH:6][C:5]([O:8][C:9]2[CH:14]=[CH:13][C:12]([C:15]([O:24][CH2:25][O:26][CH3:27])([C:20]([F:23])([F:22])[F:21])[C:16]([F:19])([F:18])[F:17])=[CH:11][C:10]=2[CH2:28][CH2:29][CH3:30])=[CH:4][C:3]=1[CH2:31]O.[CH3:33][C:34]1([C:41]2[CH:46]=[CH:45][C:44]([O:47][CH:48]([CH3:50])[CH3:49])=[CH:43][CH:42]=2)[NH:38][C:37](=[O:39])[NH:36][C:35]1=[O:40].C1(P(C2C=CC=CC=2)C2C=CC=CC=2)C=CC=CC=1.N(C(OCC)=O)=NC(OCC)=O.O1CCCC1. Product: [Cl:1][C:2]1[CH:7]=[CH:6][C:5]([O:8][C:9]2[CH:14]=[CH:13][C:12]([C:15]([O:24][CH2:25][O:26][CH3:27])([C:16]([F:17])([F:18])[F:19])[C:20]([F:23])([F:22])[F:21])=[CH:11][C:10]=2[CH2:28][CH2:29][CH3:30])=[CH:4][C:3]=1[CH2:31][N:36]1[C:35](=[O:40])[C:34]([C:41]2[CH:46]=[CH:45][C:44]([O:47][CH:48]([CH3:50])[CH3:49])=[CH:43][CH:42]=2)([CH3:33])[NH:38][C:37]1=[O:39]. The catalyst class is: 6. (3) Reactant: [CH3:13][C:12]([O:11][C:9](O[C:9]([O:11][C:12]([CH3:15])([CH3:14])[CH3:13])=[O:10])=[O:10])([CH3:15])[CH3:14].[NH2:16][C:17]1[C:26]([N+:27]([O-:29])=[O:28])=[CH:25][CH:24]=[CH:23][C:18]=1[C:19]([O:21][CH3:22])=[O:20]. Product: [C:12]([O:11][C:9]([N:16]([C:9]([O:11][C:12]([CH3:13])([CH3:14])[CH3:15])=[O:10])[C:17]1[C:26]([N+:27]([O-:29])=[O:28])=[CH:25][CH:24]=[CH:23][C:18]=1[C:19]([O:21][CH3:22])=[O:20])=[O:10])([CH3:15])([CH3:14])[CH3:13]. The catalyst class is: 251. (4) Reactant: [CH3:1][C:2]1[CH:7]=[C:6]([CH3:8])[CH:5]=[C:4]([CH3:9])[C:3]=1[N:10]=[C:11]=[O:12].[NH2:13][C:14]1[CH:19]=[C:18]([F:20])[CH:17]=[CH:16][C:15]=1[C:21]([NH:23][C:24]1([C:31]([O:33][CH3:34])=[O:32])[CH2:30][CH2:29][CH2:28][CH2:27][CH2:26][CH2:25]1)=[O:22].CCCCCC.C(OCC)(=O)C. Product: [F:20][C:18]1[CH:17]=[CH:16][C:15]([C:21]([NH:23][C:24]2([C:31]([O:33][CH3:34])=[O:32])[CH2:30][CH2:29][CH2:28][CH2:27][CH2:26][CH2:25]2)=[O:22])=[C:14]([NH:13][C:11]([NH:10][C:3]2[C:2]([CH3:1])=[CH:7][C:6]([CH3:8])=[CH:5][C:4]=2[CH3:9])=[O:12])[CH:19]=1. The catalyst class is: 17.